Dataset: Forward reaction prediction with 1.9M reactions from USPTO patents (1976-2016). Task: Predict the product of the given reaction. (1) Given the reactants [Br:1][C:2]1[CH:35]=[CH:34][C:5]([CH2:6][N:7]([C:23]2[CH:24]=[CH:25][C:26]([OH:33])=[C:27]([CH:32]=2)[C:28]([O:30]C)=[O:29])[C:8](=[O:22])[C:9]2[CH:14]=[CH:13][C:12]([O:15][C:16]3[CH:21]=[CH:20][CH:19]=[CH:18][CH:17]=3)=[CH:11][CH:10]=2)=[CH:4][CH:3]=1, predict the reaction product. The product is: [Br:1][C:2]1[CH:3]=[CH:4][C:5]([CH2:6][N:7]([C:23]2[CH:24]=[CH:25][C:26]([OH:33])=[C:27]([CH:32]=2)[C:28]([OH:30])=[O:29])[C:8](=[O:22])[C:9]2[CH:14]=[CH:13][C:12]([O:15][C:16]3[CH:21]=[CH:20][CH:19]=[CH:18][CH:17]=3)=[CH:11][CH:10]=2)=[CH:34][CH:35]=1. (2) Given the reactants [NH2:1][CH2:2][C:3]([CH3:10])([CH3:9])[C:4]([O:6][CH2:7][CH3:8])=[O:5].[C:11]1(=O)[CH2:16][CH2:15][CH2:14][CH2:13][CH2:12]1.C(O[BH-](OC(=O)C)OC(=O)C)(=O)C.[Na+].C(O)(=O)C, predict the reaction product. The product is: [CH:11]1([NH:1][CH2:2][C:3]([CH3:10])([CH3:9])[C:4]([O:6][CH2:7][CH3:8])=[O:5])[CH2:16][CH2:15][CH2:14][CH2:13][CH2:12]1. (3) Given the reactants [N:1]1([C:7]2[N:8]=[C:9]([CH2:14][C:15]([O-:17])=O)[NH:10][C:11](=[O:13])[CH:12]=2)[CH2:6][CH2:5][O:4][CH2:3][CH2:2]1.[Na+].[NH2:19][C:20]1[CH:21]=[CH:22][C:23]([F:28])=[C:24]([CH:27]=1)[C:25]#[N:26], predict the reaction product. The product is: [C:25]([C:24]1[CH:27]=[C:20]([NH:19][C:15](=[O:17])[CH2:14][C:9]2[NH:10][C:11](=[O:13])[CH:12]=[C:7]([N:1]3[CH2:2][CH2:3][O:4][CH2:5][CH2:6]3)[N:8]=2)[CH:21]=[CH:22][C:23]=1[F:28])#[N:26]. (4) Given the reactants [C:1]([N:5]1[C:9]([C:10]2[CH:15]=[CH:14][C:13]([O:16][CH3:17])=[CH:12][CH:11]=2)=[CH:8][C:7]([CH2:18][CH2:19][CH:20]=O)=[N:6]1)([CH3:4])([CH3:3])[CH3:2].[CH3:22][CH:23]1[CH2:28][NH:27][CH2:26][CH2:25][N:24]1[C:29]1[CH:30]=[C:31]([CH3:35])[CH:32]=[CH:33][CH:34]=1.CCN(C(C)C)C(C)C.[BH-](OC(C)=O)(OC(C)=O)OC(C)=O.[Na+], predict the reaction product. The product is: [C:1]([N:5]1[C:9]([C:10]2[CH:15]=[CH:14][C:13]([O:16][CH3:17])=[CH:12][CH:11]=2)=[CH:8][C:7]([CH2:18][CH2:19][CH2:20][N:27]2[CH2:26][CH2:25][N:24]([C:29]3[CH:30]=[C:31]([CH3:35])[CH:32]=[CH:33][CH:34]=3)[CH:23]([CH3:22])[CH2:28]2)=[N:6]1)([CH3:4])([CH3:2])[CH3:3]. (5) Given the reactants [C:1]([O:5][C:6]([NH:8][C:9]1[CH:14]=[CH:13][CH:12]=[CH:11][C:10]=1[NH:15][C:16]([C:18]1[CH:23]=[N:22][C:21](Cl)=[CH:20][N:19]=1)=[O:17])=[O:7])([CH3:4])([CH3:3])[CH3:2].[CH2:25]([N:32]1[CH2:37][CH2:36][NH:35][CH2:34][CH2:33]1)[C:26]1[CH:31]=[CH:30][CH:29]=[CH:28][CH:27]=1.O, predict the reaction product. The product is: [C:1]([O:5][C:6](=[O:7])[NH:8][C:9]1[CH:14]=[CH:13][CH:12]=[CH:11][C:10]=1[NH:15][C:16]([C:18]1[CH:23]=[N:22][C:21]([N:35]2[CH2:36][CH2:37][N:32]([CH2:25][C:26]3[CH:27]=[CH:28][CH:29]=[CH:30][CH:31]=3)[CH2:33][CH2:34]2)=[CH:20][N:19]=1)=[O:17])([CH3:4])([CH3:3])[CH3:2]. (6) Given the reactants [CH3:1][C@H:2]1[NH:7][C@@H:6]([CH3:8])[CH2:5][N:4]([C:9]2[CH:10]=[C:11]([C:15](=[O:17])[CH3:16])[CH:12]=[CH:13][CH:14]=2)[CH2:3]1.[BH-](OC(C)=O)(OC(C)=O)O[C:20](C)=O.[Na+].C=O.[NH4+].[OH-], predict the reaction product. The product is: [NH4+:4].[OH-:17].[CH3:8][C@H:6]1[N:7]([CH3:20])[C@@H:2]([CH3:1])[CH2:3][N:4]([C:9]2[CH:10]=[C:11]([C:15](=[O:17])[CH3:16])[CH:12]=[CH:13][CH:14]=2)[CH2:5]1. (7) Given the reactants C(N(CC)CC)C.[OH:8][CH:9]1[CH2:14][CH2:13][NH:12][CH2:11][CH2:10]1.[Br:15][C:16]1[CH:21]=[CH:20][C:19]([S:22](Cl)(=[O:24])=[O:23])=[CH:18][CH:17]=1, predict the reaction product. The product is: [Br:15][C:16]1[CH:21]=[CH:20][C:19]([S:22]([N:12]2[CH2:13][CH2:14][CH:9]([OH:8])[CH2:10][CH2:11]2)(=[O:24])=[O:23])=[CH:18][CH:17]=1. (8) Given the reactants [Cl:1][C:2]1[C:3]([C:26]2[C:34]3[C:29](=[CH:30][CH:31]=[CH:32][CH:33]=3)[N:28](S(C3C=CC=CC=3)(=O)=O)[CH:27]=2)=[N:4][C:5]([NH:8][CH:9]2[CH2:14][CH2:13][N:12]([CH2:15][C:16]3[CH:21]=[CH:20][C:19]([NH:22][C:23](=[O:25])[CH3:24])=[CH:18][CH:17]=3)[CH2:11][CH2:10]2)=[N:6][CH:7]=1.[OH-].[Na+], predict the reaction product. The product is: [Cl:1][C:2]1[C:3]([C:26]2[C:34]3[C:29](=[CH:30][CH:31]=[CH:32][CH:33]=3)[NH:28][CH:27]=2)=[N:4][C:5]([NH:8][CH:9]2[CH2:10][CH2:11][N:12]([CH2:15][C:16]3[CH:21]=[CH:20][C:19]([NH:22][C:23](=[O:25])[CH3:24])=[CH:18][CH:17]=3)[CH2:13][CH2:14]2)=[N:6][CH:7]=1. (9) Given the reactants [NH2:1][C:2]1[CH:7]=[C:6]([C:8]([F:11])([F:10])[F:9])[CH:5]=[CH:4][C:3]=1[C:12](=O)[CH3:13].CCN([CH2:20][CH3:21])CC.C[CH2:23][O-:24].[Na+].[C:26]([OH:29])(=[O:28])[CH3:27], predict the reaction product. The product is: [CH2:20]([O:28][C:26]([C:27]1[C:23]([OH:24])=[N:1][C:2]2[C:3]([C:12]=1[CH3:13])=[CH:4][CH:5]=[C:6]([C:8]([F:11])([F:10])[F:9])[CH:7]=2)=[O:29])[CH3:21]. (10) Given the reactants [CH:1]([O:4][C:5]1[CH:10]=[CH:9][C:8]([C:11]([N:13]2[CH2:18][CH2:17][C:16]3([CH2:23][NH:22][CH2:21][CH:20]([C:24]4[CH:29]=[CH:28][CH:27]=[CH:26][CH:25]=4)[O:19]3)[CH2:15][CH2:14]2)=[O:12])=[CH:7][C:6]=1[CH3:30])([CH3:3])[CH3:2].[CH3:31][C:32]([CH3:34])=O.C(O[BH-](OC(=O)C)OC(=O)C)(=O)C.[Na+].[Cl:49]CCCl, predict the reaction product. The product is: [ClH:49].[CH:1]([O:4][C:5]1[CH:10]=[CH:9][C:8]([C:11]([N:13]2[CH2:14][CH2:15][C:16]3([CH2:23][N:22]([CH:32]([CH3:34])[CH3:31])[CH2:21][CH:20]([C:24]4[CH:29]=[CH:28][CH:27]=[CH:26][CH:25]=4)[O:19]3)[CH2:17][CH2:18]2)=[O:12])=[CH:7][C:6]=1[CH3:30])([CH3:3])[CH3:2].